From a dataset of Forward reaction prediction with 1.9M reactions from USPTO patents (1976-2016). Predict the product of the given reaction. (1) Given the reactants [N:1]1[CH:6]=[C:5]([C:7]([OH:9])=O)[N:4]=[CH:3][C:2]=1[C:10]([OH:12])=[O:11].C1C=CC2N(O)N=NC=2C=1.Cl.CN(C)CCCN=C=NCC.CCN(C(C)C)C(C)C.[NH2:44][CH2:45][CH2:46][N:47]1[CH:51]=[CH:50][C:49]([C:52]2[CH:59]=[CH:58][C:55]([C:56]#[N:57])=[C:54]([Cl:60])[CH:53]=2)=[N:48]1, predict the reaction product. The product is: [Cl:60][C:54]1[CH:53]=[C:52]([C:49]2[CH:50]=[CH:51][N:47]([CH2:46][CH2:45][NH:44][C:7]([C:5]3[N:4]=[CH:3][C:2]([C:10]([OH:12])=[O:11])=[N:1][CH:6]=3)=[O:9])[N:48]=2)[CH:59]=[CH:58][C:55]=1[C:56]#[N:57]. (2) Given the reactants [C:1]([N:4]1[CH2:9][CH2:8][CH:7]([N:10]([C@H:29]2[CH2:34][CH2:33][C@H:32]([CH3:35])[CH2:31][CH2:30]2)[C:11]([NH:13][C:14]2[S:15][C:16]([S:19][CH2:20][C:21](=[O:28])[N:22]3[CH2:27][CH2:26]C[CH2:24][CH2:23]3)=[CH:17][N:18]=2)=[O:12])[CH2:6][CH2:5]1)(=[O:3])[CH3:2].C(N1CCC(N([C@H]2CC[C@H](C)CC2)C(=O)NC2SC(SCC(O)=O)=CN=2)CC1)(=O)C.C(NCC)C, predict the reaction product. The product is: [C:1]([N:4]1[CH2:5][CH2:6][CH:7]([N:10]([C@H:29]2[CH2:30][CH2:31][C@H:32]([CH3:35])[CH2:33][CH2:34]2)[C:11](=[O:12])[NH:13][C:14]2[S:15][C:16]([S:19][CH2:20][C:21]([N:22]([CH2:23][CH3:24])[CH2:27][CH3:26])=[O:28])=[CH:17][N:18]=2)[CH2:8][CH2:9]1)(=[O:3])[CH3:2]. (3) Given the reactants C[N:2]([C:6]1[CH:7]=[C:8]2[C:13](=[CH:14][CH:15]=1)[N:12]=[CH:11][CH:10]=[N:9]2)[C:3](=O)C.[N+:16]([O-])([O-:18])=[O:17].[K+].O.[OH-].[Na+], predict the reaction product. The product is: [CH3:3][NH:2][C:6]1[C:7]([N+:16]([O-:18])=[O:17])=[C:8]2[C:13](=[CH:14][CH:15]=1)[N:12]=[CH:11][CH:10]=[N:9]2. (4) Given the reactants B(Cl)(Cl)Cl.[Cl:5][C:6]1[CH:11]=[C:10]([CH2:12][C:13]([O:15][CH3:16])=[O:14])[CH:9]=[CH:8][C:7]=1[C:17]1[CH:22]=[CH:21][C:20]([O:23]C)=[CH:19][CH:18]=1, predict the reaction product. The product is: [Cl:5][C:6]1[CH:11]=[C:10]([CH2:12][C:13]([O:15][CH3:16])=[O:14])[CH:9]=[CH:8][C:7]=1[C:17]1[CH:22]=[CH:21][C:20]([OH:23])=[CH:19][CH:18]=1. (5) The product is: [Cl:1][C:2]1[C:7]([O:8][C:9]2[N:14]=[CH:13][C:12]([NH:15][C:25]([C:18]3[C:19]4[C:24](=[CH:23][CH:22]=[CH:21][CH:20]=4)[NH:16][CH:17]=3)=[O:26])=[CH:11][CH:10]=2)=[CH:6][CH:5]=[CH:4][N:3]=1. Given the reactants [Cl:1][C:2]1[C:7]([O:8][C:9]2[N:14]=[CH:13][C:12]([NH2:15])=[CH:11][CH:10]=2)=[CH:6][CH:5]=[CH:4][N:3]=1.[NH:16]1[C:24]2[C:19](=[CH:20][CH:21]=[CH:22][CH:23]=2)[C:18]([C:25](O)=[O:26])=[CH:17]1.C1CCC(N=C=NC2CCCCC2)CC1, predict the reaction product. (6) Given the reactants [F:1][C:2]1[CH:3]=[C:4]([CH:7]=[C:8]([F:11])[C:9]=1[OH:10])[CH:5]=[O:6].Br[C:13]([CH3:22])([CH3:21])[C:14]([O:16][C:17]([CH3:20])([CH3:19])[CH3:18])=[O:15].C(=O)([O-])[O-].[Cs+].[Cs+], predict the reaction product. The product is: [F:1][C:2]1[CH:3]=[C:4]([CH:5]=[O:6])[CH:7]=[C:8]([F:11])[C:9]=1[O:10][C:13]([CH3:22])([CH3:21])[C:14]([O:16][C:17]([CH3:20])([CH3:19])[CH3:18])=[O:15]. (7) The product is: [Cl:11][C:12]1[CH:19]=[CH:18][CH:17]=[C:16]([Cl:20])[C:13]=1[C:14]1[NH:1][N:2]=[C:3]([C:5]2[CH:10]=[CH:9][CH:8]=[CH:7][N:6]=2)[N:4]=1. Given the reactants [NH2:1][NH:2][C:3]([C:5]1[CH:10]=[CH:9][CH:8]=[CH:7][N:6]=1)=[NH:4].[Cl:11][C:12]1[CH:19]=[CH:18][CH:17]=[C:16]([Cl:20])[C:13]=1[CH:14]=O, predict the reaction product.